This data is from Full USPTO retrosynthesis dataset with 1.9M reactions from patents (1976-2016). The task is: Predict the reactants needed to synthesize the given product. (1) Given the product [C:23]([O:10][CH2:9][CH:8]=[CH:7][C:4]1[CH:5]=[CH:6][CH:1]=[CH:2][CH:3]=1)(=[O:24])/[CH:22]=[CH:21]/[C:20]([O:19][CH2:17][CH3:18])=[O:26], predict the reactants needed to synthesize it. The reactants are: [CH:1]1[CH:2]=[CH:3][C:4](/[CH:7]=[CH:8]/[CH2:9][OH:10])=[CH:5][CH:6]=1.N1C=CC=CC=1.[CH2:17]([O:19][C:20](=[O:26])[CH:21]=[CH:22][C:23](Cl)=[O:24])[CH3:18]. (2) Given the product [CH:18]1([CH2:24][N:9]2[CH2:8][CH2:7][C:13]3[CH:14]=[CH:15][CH:16]=[CH:17][C:12]=3[CH2:11][CH2:10]2)[CH2:23][CH2:22][CH2:21][CH2:20][CH2:19]1, predict the reactants needed to synthesize it. The reactants are: C(O[BH3-])(=O)C.[Na+].[CH2:7]1[C:13]2[CH:14]=[CH:15][CH:16]=[CH:17][C:12]=2[CH2:11][CH2:10][NH:9][CH2:8]1.[CH:18]1([CH:24]=O)[CH2:23][CH2:22][CH2:21][CH2:20][CH2:19]1.C(O)(=O)C. (3) Given the product [O:35]1[C:34]2[CH:2]=[CH:3][CH:4]=[CH:5][C:6]=2[N:1]=[CH:37]1, predict the reactants needed to synthesize it. The reactants are: [N:1]1[CH:6]=[CH:5][CH:4]=[CH:3][CH:2]=1.CC12CC3(C45CC6(C)CC(C)(CC(C(Cl)=O)(C6)C4)C5)CC(C)(CC([C:34](Cl)=[O:35])(C3)C1)C2.[C:37](Cl)(=O)C1C=CC=CC=1.O. (4) Given the product [CH2:2]([C:25]1[N:24]=[CH:23][C:22]2[CH2:21][CH2:20][C:19]3[C:18]([C:31]([O:33][CH2:34][CH3:35])=[O:32])=[N:17][N:16]([CH3:15])[C:28]=3[C:27]=2[N:26]=1)[C:3]1[CH:8]=[CH:7][CH:6]=[CH:5][CH:4]=1, predict the reactants needed to synthesize it. The reactants are: [Br-].[CH2:2]([Zn+])[C:3]1[CH:8]=[CH:7][CH:6]=[CH:5][CH:4]=1.C1COCC1.[CH3:15][N:16]1[C:28]2[C:27]3[N:26]=[C:25](SC)[N:24]=[CH:23][C:22]=3[CH2:21][CH2:20][C:19]=2[C:18]([C:31]([O:33][CH2:34][CH3:35])=[O:32])=[N:17]1.C(=O)(O)[O-].[Na+]. (5) Given the product [Cl:1][C:2]1[CH:7]=[CH:6][CH:5]=[C:4]([Cl:8])[C:3]=1[C:9]1[CH:10]=[CH:11][CH:12]=[C:13]2[C:18]=1[O:17][C@@H:16]([CH2:19][NH2:20])[CH2:15][CH2:14]2, predict the reactants needed to synthesize it. The reactants are: [Cl:1][C:2]1[CH:7]=[CH:6][CH:5]=[C:4]([Cl:8])[C:3]=1[C:9]1[CH:10]=[CH:11][CH:12]=[C:13]2[C:18]=1[O:17][C@@H:16]([CH2:19][N:20]=[N+]=[N-])[CH2:15][CH2:14]2.C1(P(C2C=CC=CC=2)C2C=CC=CC=2)C=CC=CC=1. (6) Given the product [CH3:2][O:19][C:18](=[O:20])[C:17]1[CH:21]=[C:22]([N+:23]([O-:25])=[O:24])[C:14]([NH2:13])=[C:15]([F:27])[C:16]=1[F:26], predict the reactants needed to synthesize it. The reactants are: [Si](C=[N+]=[N-])(C)(C)[CH3:2].C[Si](C)(C)C.[NH2:13][C:14]1[C:22]([N+:23]([O-:25])=[O:24])=[CH:21][C:17]([C:18]([OH:20])=[O:19])=[C:16]([F:26])[C:15]=1[F:27].CO. (7) Given the product [Cl:1][C:2]1[CH:7]=[CH:6][C:5]([C:30]#[C:29][CH2:28][NH:27][CH3:26])=[CH:4][C:3]=1[C:9]1[N:18]=[CH:17][C:16]2[CH2:15][CH2:14][C:13]3[N:19]=[C:20]([NH:22][C:23](=[O:25])[CH3:24])[S:21][C:12]=3[C:11]=2[N:10]=1, predict the reactants needed to synthesize it. The reactants are: [Cl:1][C:2]1[CH:7]=[CH:6][C:5](I)=[CH:4][C:3]=1[C:9]1[N:18]=[CH:17][C:16]2[CH2:15][CH2:14][C:13]3[N:19]=[C:20]([NH:22][C:23](=[O:25])[CH3:24])[S:21][C:12]=3[C:11]=2[N:10]=1.[CH3:26][NH:27][CH2:28][C:29]#[CH:30].C(N(C(C)C)CC)(C)C.O=O.N. (8) Given the product [C:12]1([CH3:22])[CH:13]=[CH:14][C:15]([S:18]([N:21]2[CH2:8][C:3]3([CH2:6][O:5][CH2:4]3)[CH2:2]2)(=[O:19])=[O:20])=[CH:16][CH:17]=1, predict the reactants needed to synthesize it. The reactants are: Br[CH2:2][C:3]([CH2:8]Br)([CH2:6]Br)[CH2:4][OH:5].[OH-].[K+].[C:12]1([CH3:22])[CH:17]=[CH:16][C:15]([S:18]([NH2:21])(=[O:20])=[O:19])=[CH:14][CH:13]=1.